From a dataset of Full USPTO retrosynthesis dataset with 1.9M reactions from patents (1976-2016). Predict the reactants needed to synthesize the given product. (1) The reactants are: [C:1]([O:5][C:6]([N:8]1[CH2:13][CH2:12][CH2:11][CH:10]([C:14](=[N:23][OH:24])[NH:15][C:16]([C:18]2[NH:19][N:20]=[CH:21][CH:22]=2)=O)[CH2:9]1)=[O:7])([CH3:4])([CH3:3])[CH3:2].C(N(CC)CC)C. Given the product [C:1]([O:5][C:6]([N:8]1[CH2:13][CH2:12][CH2:11][CH:10]([C:14]2[N:15]=[C:16]([C:18]3[NH:19][N:20]=[CH:21][CH:22]=3)[O:24][N:23]=2)[CH2:9]1)=[O:7])([CH3:2])([CH3:3])[CH3:4], predict the reactants needed to synthesize it. (2) Given the product [CH3:36][C:19]([NH:37][C:38](=[O:47])[O:39][CH2:40][C:41]1[CH:46]=[CH:45][CH:44]=[CH:43][CH:42]=1)([CH3:18])[CH2:20][C:21]1[CH:26]=[CH:25][C:24]([C:2]2[N:6]=[CH:5][N:4]([C:7]3[CH:12]=[CH:11][C:10]([O:13][C:14]([F:17])([F:16])[F:15])=[CH:9][CH:8]=3)[N:3]=2)=[CH:23][CH:22]=1, predict the reactants needed to synthesize it. The reactants are: Br[C:2]1[N:6]=[CH:5][N:4]([C:7]2[CH:12]=[CH:11][C:10]([O:13][C:14]([F:17])([F:16])[F:15])=[CH:9][CH:8]=2)[N:3]=1.[CH3:18][C:19]([NH:37][C:38](=[O:47])[O:39][CH2:40][C:41]1[CH:46]=[CH:45][CH:44]=[CH:43][CH:42]=1)([CH3:36])[CH2:20][C:21]1[CH:26]=[CH:25][C:24](B2OC(C)(C)C(C)(C)O2)=[CH:23][CH:22]=1.F[B-](F)(F)F.C([PH+](C(C)(C)C)C(C)(C)C)(C)(C)C.[F-].[Cs+]. (3) The reactants are: [C:1]([O:5][C:6](=[O:20])[CH2:7][NH:8][C:9]1[CH:14]=[CH:13][C:12]([C:15]#[N:16])=[CH:11][C:10]=1[N+:17]([O-])=O)([CH3:4])([CH3:3])[CH3:2]. Given the product [C:1]([O:5][C:6](=[O:20])[CH2:7][NH:8][C:9]1[CH:14]=[CH:13][C:12]([C:15]#[N:16])=[CH:11][C:10]=1[NH2:17])([CH3:4])([CH3:2])[CH3:3], predict the reactants needed to synthesize it. (4) Given the product [O:12]1[C:11]([C:7]2[CH:8]=[C:9]3[C:4](=[CH:5][CH:6]=2)[NH:3][C:2](=[O:1])[CH2:10]3)=[CH:25][N:24]=[CH:23]1, predict the reactants needed to synthesize it. The reactants are: [O:1]=[C:2]1[CH2:10][C:9]2[C:4](=[CH:5][CH:6]=[C:7]([CH:11]=[O:12])[CH:8]=2)[NH:3]1.S([CH2:23][N+:24]#[C-:25])(C1C=CC(C)=CC=1)(=O)=O.C(=O)([O-])[O-].[K+].[K+].